The task is: Regression. Given two drug SMILES strings and cell line genomic features, predict the synergy score measuring deviation from expected non-interaction effect.. This data is from Merck oncology drug combination screen with 23,052 pairs across 39 cell lines. (1) Drug 1: O=C(O)C1(Cc2cccc(Nc3nccs3)n2)CCC(Oc2cccc(Cl)c2F)CC1. Drug 2: NC1CCCCC1N.O=C(O)C(=O)O.[Pt+2]. Cell line: DLD1. Synergy scores: synergy=-0.198. (2) Drug 1: COc1cc(C2c3cc4c(cc3C(OC3OC5COC(C)OC5C(O)C3O)C3COC(=O)C23)OCO4)cc(OC)c1O. Drug 2: CS(=O)(=O)CCNCc1ccc(-c2ccc3ncnc(Nc4ccc(OCc5cccc(F)c5)c(Cl)c4)c3c2)o1. Cell line: HT144. Synergy scores: synergy=12.8. (3) Drug 1: CN1C(=O)C=CC2(C)C3CCC4(C)C(NC(=O)OCC(F)(F)F)CCC4C3CCC12. Drug 2: O=S1(=O)NC2(CN1CC(F)(F)F)C1CCC2Cc2cc(C=CCN3CCC(C(F)(F)F)CC3)ccc2C1. Cell line: SKMES1. Synergy scores: synergy=6.50. (4) Drug 1: Cn1nnc2c(C(N)=O)ncn2c1=O. Drug 2: C=CCn1c(=O)c2cnc(Nc3ccc(N4CCN(C)CC4)cc3)nc2n1-c1cccc(C(C)(C)O)n1. Cell line: NCIH1650. Synergy scores: synergy=12.9. (5) Drug 1: Cc1nc(Nc2ncc(C(=O)Nc3c(C)cccc3Cl)s2)cc(N2CCN(CCO)CC2)n1. Drug 2: CCc1cnn2c(NCc3ccc[n+]([O-])c3)cc(N3CCCCC3CCO)nc12. Cell line: NCIH2122. Synergy scores: synergy=-22.6. (6) Drug 1: CN1C(=O)C=CC2(C)C3CCC4(C)C(NC(=O)OCC(F)(F)F)CCC4C3CCC12. Drug 2: O=c1[nH]cc(F)c(=O)[nH]1. Cell line: A427. Synergy scores: synergy=10.6. (7) Drug 1: O=P1(N(CCCl)CCCl)NCCCO1. Drug 2: Cn1nnc2c(C(N)=O)ncn2c1=O. Cell line: SKOV3. Synergy scores: synergy=-8.11. (8) Drug 1: CN1C(=O)C=CC2(C)C3CCC4(C)C(NC(=O)OCC(F)(F)F)CCC4C3CCC12. Drug 2: CC(C)CC(NC(=O)C(Cc1ccccc1)NC(=O)c1cnccn1)B(O)O. Cell line: UWB1289BRCA1. Synergy scores: synergy=-13.4. (9) Drug 1: CS(=O)(=O)CCNCc1ccc(-c2ccc3ncnc(Nc4ccc(OCc5cccc(F)c5)c(Cl)c4)c3c2)o1. Drug 2: NC1(c2ccc(-c3nc4ccn5c(=O)[nH]nc5c4cc3-c3ccccc3)cc2)CCC1. Cell line: COLO320DM. Synergy scores: synergy=9.45.